From a dataset of Forward reaction prediction with 1.9M reactions from USPTO patents (1976-2016). Predict the product of the given reaction. (1) Given the reactants [OH:1][CH:2]1[CH2:7][CH2:6][N:5]([CH3:8])[CH2:4][CH2:3]1.[OH-].[Na+].[N+:11]([C:14]1[CH:15]=[C:16]([CH:19]=[CH:20][CH:21]=1)[CH2:17]Cl)([O-:13])=[O:12], predict the reaction product. The product is: [CH3:8][N:5]1[CH2:6][CH2:7][CH:2]([O:1][CH2:17][C:16]2[CH:19]=[CH:20][CH:21]=[C:14]([N+:11]([O-:13])=[O:12])[CH:15]=2)[CH2:3][CH2:4]1. (2) Given the reactants [O:1]1[C:5]2[CH:6]=[CH:7][CH:8]=[CH:9][C:4]=2[N:3]=[C:2]1[C:10]1([C:13]([OH:15])=O)[CH2:12][CH2:11]1.CCN(C(C)C)C(C)C.CCN=C=NCCCN(C)C.C1C=CC2N(O)N=NC=2C=1.O.[NH2:47][C:48]1[CH:81]=[CH:80][C:51]([O:52][C:53]2[CH:58]=[CH:57][N:56]=[C:55]3[N:59]([CH2:71][C:72]4[CH:77]=[CH:76][C:75]([O:78][CH3:79])=[CH:74][CH:73]=4)[N:60]=[C:61]([N:62]4[CH2:67][CH2:66][CH:65]([N:68]([CH3:70])[CH3:69])[CH2:64][CH2:63]4)[C:54]=23)=[C:50]([F:82])[CH:49]=1, predict the reaction product. The product is: [O:1]1[C:5]2[CH:6]=[CH:7][CH:8]=[CH:9][C:4]=2[N:3]=[C:2]1[C:10]1([C:13]([NH:47][C:48]2[CH:81]=[CH:80][C:51]([O:52][C:53]3[CH:58]=[CH:57][N:56]=[C:55]4[N:59]([CH2:71][C:72]5[CH:73]=[CH:74][C:75]([O:78][CH3:79])=[CH:76][CH:77]=5)[N:60]=[C:61]([N:62]5[CH2:63][CH2:64][CH:65]([N:68]([CH3:70])[CH3:69])[CH2:66][CH2:67]5)[C:54]=34)=[C:50]([F:82])[CH:49]=2)=[O:15])[CH2:11][CH2:12]1. (3) Given the reactants [CH3:1][N:2]1[CH:6]=[CH:5][C:4]([NH2:7])=[N:3]1.C(=O)([O-])[O-].[Cs+].[Cs+].Br[C:15]1[N:20]=[C:19]2[N:21]([CH2:33][CH3:34])[C:22]([C:24]([N:26]([CH:30]3[CH2:32][CH2:31]3)[CH:27]3[CH2:29][CH2:28]3)=[O:25])=[CH:23][C:18]2=[C:17]2[N:35]([CH3:38])[CH:36]=[N:37][C:16]=12, predict the reaction product. The product is: [CH:30]1([N:26]([CH:27]2[CH2:28][CH2:29]2)[C:24]([C:22]2[N:21]([CH2:33][CH3:34])[C:19]3=[N:20][C:15]([NH:7][C:4]4[CH:5]=[CH:6][N:2]([CH3:1])[N:3]=4)=[C:16]4[N:37]=[CH:36][N:35]([CH3:38])[C:17]4=[C:18]3[CH:23]=2)=[O:25])[CH2:32][CH2:31]1.